From a dataset of Full USPTO retrosynthesis dataset with 1.9M reactions from patents (1976-2016). Predict the reactants needed to synthesize the given product. (1) Given the product [Br:1][C:2]1[CH:7]=[CH:6][C:5]([C:8]2([CH2:11][C:13]#[N:14])[CH2:10][CH2:9]2)=[CH:4][CH:3]=1, predict the reactants needed to synthesize it. The reactants are: [Br:1][C:2]1[CH:7]=[CH:6][C:5]([C:8]2([CH2:11]Br)[CH2:10][CH2:9]2)=[CH:4][CH:3]=1.[C-:13]#[N:14].[K+]. (2) Given the product [F:1][C:2]([F:7])([F:6])[C:3]([OH:5])=[O:4].[F:8][C:9]([F:14])([F:13])[C:10]([OH:12])=[O:11].[Cl:22][C:23]1[CH:24]=[N:25][C:26]2[NH:27][C:28]3[CH:29]=[N:30][CH:31]=[C:32]([CH:54]=3)[CH2:33][CH2:34][C:35]3[CH:43]=[C:39]([NH:40][C:41]=1[N:42]=2)[CH:38]=[CH:37][C:36]=3[NH:44][C:45](=[O:53])[CH2:46][CH:47]1[CH2:52][CH2:51][N:50]([S:63]([C:59]2[CH:60]=[CH:61][CH:62]=[C:57]([C:55]#[N:56])[CH:58]=2)(=[O:65])=[O:64])[CH2:49][CH2:48]1, predict the reactants needed to synthesize it. The reactants are: [F:1][C:2]([F:7])([F:6])[C:3]([OH:5])=[O:4].[F:8][C:9]([F:14])([F:13])[C:10]([OH:12])=[O:11].FC(F)(F)C(O)=O.[Cl:22][C:23]1[CH:24]=[N:25][C:26]2[NH:27][C:28]3[CH:29]=[N:30][CH:31]=[C:32]([CH:54]=3)[CH2:33][CH2:34][C:35]3[CH:43]=[C:39]([NH:40][C:41]=1[N:42]=2)[CH:38]=[CH:37][C:36]=3[NH:44][C:45](=[O:53])[CH2:46][CH:47]1[CH2:52][CH2:51][NH:50][CH2:49][CH2:48]1.[C:55]([C:57]1[CH:58]=[C:59]([S:63](Cl)(=[O:65])=[O:64])[CH:60]=[CH:61][CH:62]=1)#[N:56]. (3) Given the product [CH:20]1([C:25]2[C:26]([C:27]#[N:28])=[C:12]([C:14]3[CH:19]=[CH:18][CH:17]=[CH:16][CH:15]=3)[C:3]3[C:2](=[CH:7][CH:6]=[C:5]([C:8]([F:11])([F:10])[F:9])[CH:4]=3)[N:1]=2)[CH2:24][CH2:23][CH2:22][CH2:21]1, predict the reactants needed to synthesize it. The reactants are: [NH2:1][C:2]1[CH:7]=[CH:6][C:5]([C:8]([F:11])([F:10])[F:9])=[CH:4][C:3]=1[C:12]([C:14]1[CH:19]=[CH:18][CH:17]=[CH:16][CH:15]=1)=O.[CH:20]1([C:25](=O)[CH2:26][C:27]#[N:28])[CH2:24][CH2:23][CH2:22][CH2:21]1. (4) Given the product [OH:68][C:49]12[C:60]3[C:65](=[CH:64][CH:63]=[CH:62][CH:61]=3)[C:66](=[O:67])[C:48]1([NH:47][C:3](=[O:5])[C:2](=[O:1])[CH2:6][CH2:7][C:8]1[CH:13]=[CH:12][CH:11]=[CH:10][CH:9]=1)[C:52]1[CH:53]=[CH:54][C:55]([CH:57]([CH3:59])[CH3:58])=[CH:56][C:51]=1[O:50]2, predict the reactants needed to synthesize it. The reactants are: [O:1]=[C:2]([CH2:6][CH2:7][C:8]1[CH:13]=[CH:12][CH:11]=[CH:10][CH:9]=1)[C:3]([OH:5])=O.CN(C(ON1N=NC2C=CC=NC1=2)=[N+](C)C)C.F[P-](F)(F)(F)(F)F.CCN(C(C)C)C(C)C.[NH2:47][C:48]12[C:66](=[O:67])[C:65]3[C:60](=[CH:61][CH:62]=[CH:63][CH:64]=3)[C:49]1([OH:68])[O:50][C:51]1[CH:56]=[C:55]([CH:57]([CH3:59])[CH3:58])[CH:54]=[CH:53][C:52]=12.